Task: Predict the reactants needed to synthesize the given product.. Dataset: Full USPTO retrosynthesis dataset with 1.9M reactions from patents (1976-2016) (1) Given the product [C:15]([O:19][C:20](=[O:21])[NH:22][C@@H:23]1[CH2:24][CH2:25][C@@H:26]([CH2:29][CH:30]2[O:45][C:33]3[CH:34]=[N:35][C:36]4[CH:37]=[CH:38][C:39]([O:43][CH3:44])=[C:40]([F:42])[C:41]=4[C:32]=3[CH2:31]2)[O:27][CH2:28]1)([CH3:16])([CH3:18])[CH3:17], predict the reactants needed to synthesize it. The reactants are: ClC1C(=O)C(C#N)=C(C#N)C(=O)C=1Cl.[C:15]([O:19][C:20]([NH:22][C@H:23]1[CH2:28][O:27][CH:26]([CH2:29][C@@H:30]2[O:45][C:33]3[CH:34]=[N:35][C:36]4[CH:37]=[CH:38][C:39]([O:43][CH3:44])=[C:40]([F:42])[C:41]=4[C:32]=3[CH:31]2OC(=O)C)[CH2:25][CH2:24]1)=[O:21])([CH3:18])([CH3:17])[CH3:16].CCCCCC.C(OCC)(=O)C. (2) Given the product [NH2:1][C:2]1[N:7]([CH3:8])[C:6](=[O:9])[C:5]([CH3:10])([CH3:11])[C@:4]([C:13]2[CH:18]=[C:17]([NH:19][CH:29]3[C:30]4[C:26](=[CH:25][CH:24]=[CH:23][C:22]=4[CH3:21])[CH2:27][CH2:28]3)[CH:16]=[CH:15][C:14]=2[F:20])([CH3:12])[N:3]=1, predict the reactants needed to synthesize it. The reactants are: [NH2:1][C:2]1[N:7]([CH3:8])[C:6](=[O:9])[C:5]([CH3:11])([CH3:10])[C@:4]([C:13]2[CH:18]=[C:17]([NH2:19])[CH:16]=[CH:15][C:14]=2[F:20])([CH3:12])[N:3]=1.[CH3:21][C:22]1[CH:23]=[CH:24][CH:25]=[C:26]2[C:30]=1[C:29](=O)[CH2:28][CH2:27]2.[B][B][B][B][B][B][B][B][B][B]. (3) Given the product [CH3:15][S:16]([NH:1][CH:2]1[CH2:3][CH2:4][N:5]([C:8]([O:10][C:11]([CH3:14])([CH3:13])[CH3:12])=[O:9])[CH2:6][CH2:7]1)(=[O:18])=[O:17], predict the reactants needed to synthesize it. The reactants are: [NH2:1][CH:2]1[CH2:7][CH2:6][N:5]([C:8]([O:10][C:11]([CH3:14])([CH3:13])[CH3:12])=[O:9])[CH2:4][CH2:3]1.[CH3:15][S:16](Cl)(=[O:18])=[O:17].C(N(CC)CC)C. (4) Given the product [O:14]1[C:15]2[CH:21]=[CH:20][CH:19]=[CH:18][C:16]=2[N:17]=[C:13]1[NH:12][C:9]1[CH:10]=[CH:11][C:6]([CH2:5][C:4]([OH:23])=[O:3])=[CH:7][C:8]=1[Cl:22], predict the reactants needed to synthesize it. The reactants are: C([O:3][C:4](=[O:23])[CH2:5][C:6]1[CH:11]=[CH:10][C:9]([NH:12][C:13]2[O:14][C:15]3[CH:21]=[CH:20][CH:19]=[CH:18][C:16]=3[N:17]=2)=[C:8]([Cl:22])[CH:7]=1)C.[OH-].[Na+].